From a dataset of Peptide-MHC class I binding affinity with 185,985 pairs from IEDB/IMGT. Regression. Given a peptide amino acid sequence and an MHC pseudo amino acid sequence, predict their binding affinity value. This is MHC class I binding data. (1) The peptide sequence is FPLCLSTTS. The MHC is HLA-B35:01 with pseudo-sequence HLA-B35:01. The binding affinity (normalized) is 0.633. (2) The peptide sequence is MPSLTLACL. The MHC is HLA-B35:01 with pseudo-sequence HLA-B35:01. The binding affinity (normalized) is 0.701. (3) The peptide sequence is FPDIPVNNNI. The MHC is HLA-B07:02 with pseudo-sequence HLA-B07:02. The binding affinity (normalized) is 0.380. (4) The peptide sequence is ELRSRYWAI. The MHC is HLA-A30:01 with pseudo-sequence HLA-A30:01. The binding affinity (normalized) is 0.514. (5) The peptide sequence is AEMVAKYDL. The MHC is HLA-B40:01 with pseudo-sequence HLA-B40:01. The binding affinity (normalized) is 0.633. (6) The peptide sequence is LTVKHMANV. The MHC is HLA-C15:02 with pseudo-sequence HLA-C15:02. The binding affinity (normalized) is 0.714. (7) The binding affinity (normalized) is 0.0847. The MHC is HLA-B15:17 with pseudo-sequence HLA-B15:17. The peptide sequence is SPVSRSHSF. (8) The peptide sequence is IPQSLRSWWTSL. The MHC is H-2-Ld with pseudo-sequence H-2-Ld. The binding affinity (normalized) is 0.772. (9) The peptide sequence is WDAYIPHYV. The MHC is HLA-A03:01 with pseudo-sequence HLA-A03:01. The binding affinity (normalized) is 0.0847. (10) The peptide sequence is SARNKLFKR. The MHC is HLA-A31:01 with pseudo-sequence HLA-A31:01. The binding affinity (normalized) is 0.979.